This data is from Full USPTO retrosynthesis dataset with 1.9M reactions from patents (1976-2016). The task is: Predict the reactants needed to synthesize the given product. (1) The reactants are: [C:1]([O:5][C:6]([CH3:9])([CH3:8])[CH3:7])(=[O:4])[CH:2]=[CH2:3].[CH3:10][C:11]([NH:23][C:24](=[O:33])[C:25]1[C:30]([F:31])=[CH:29][CH:28]=[CH:27][C:26]=1[F:32])([CH3:22])[C:12](=[O:21])[C:13]1[CH:18]=[CH:17][C:16](C=C)=[CH:15][CH:14]=1. Given the product [F:31][C:30]1[CH:29]=[CH:28][CH:27]=[C:26]([F:32])[C:25]=1[C:24]([NH:23][C:11]([CH3:22])([CH3:10])[C:12]([C:13]1[CH:18]=[CH:17][C:16](/[CH:3]=[CH:2]/[C:1]([O:5][C:6]([CH3:9])([CH3:8])[CH3:7])=[O:4])=[CH:15][CH:14]=1)=[O:21])=[O:33], predict the reactants needed to synthesize it. (2) Given the product [CH2:45]([O:47][NH:48][C:39]([C:38]1[C:30]([NH:29][C:26]2[CH:27]=[CH:28][C:23]([Br:22])=[CH:24][C:25]=2[F:44])=[C:31]([F:43])[C:32](=[O:42])[N:33]2[C:37]=1[CH2:36][CH2:35][CH2:34]2)=[O:40])[CH3:46], predict the reactants needed to synthesize it. The reactants are: CCN=C=NCCCN(C)C.C1C=CC2N(O)N=NC=2C=1.[Br:22][C:23]1[CH:28]=[CH:27][C:26]([NH:29][C:30]2[C:38]([C:39](O)=[O:40])=[C:37]3[N:33]([CH2:34][CH2:35][CH2:36]3)[C:32](=[O:42])[C:31]=2[F:43])=[C:25]([F:44])[CH:24]=1.[CH2:45]([O:47][NH2:48])[CH3:46]. (3) Given the product [ClH:41].[CH2:1]([O:3][CH2:4][CH2:5][O:6][C:7]1[C:8]([CH3:38])=[C:9]([CH3:37])[C:10]([C:15]2[CH:20]=[CH:19][CH:18]=[C:17]([CH2:21][NH:22][C:23]3[CH:28]=[CH:27][C:26]([CH2:29][CH2:30][C:31]([OH:33])=[O:32])=[C:25]([F:36])[CH:24]=3)[CH:16]=2)=[C:11]([CH3:14])[C:12]=1[CH3:13])[CH3:2], predict the reactants needed to synthesize it. The reactants are: [CH2:1]([O:3][CH2:4][CH2:5][O:6][C:7]1[C:12]([CH3:13])=[C:11]([CH3:14])[C:10]([C:15]2[CH:20]=[CH:19][CH:18]=[C:17]([CH2:21][NH:22][C:23]3[CH:28]=[CH:27][C:26]([CH2:29][CH2:30][C:31]([O:33]CC)=[O:32])=[C:25]([F:36])[CH:24]=3)[CH:16]=2)=[C:9]([CH3:37])[C:8]=1[CH3:38])[CH3:2].[OH-].[Na+].[ClH:41].Cl.C(OCC)(=O)C.